Task: Predict the product of the given reaction.. Dataset: Forward reaction prediction with 1.9M reactions from USPTO patents (1976-2016) (1) Given the reactants [Cl:1][C:2]1[CH:3]=[C:4]2[C:9](=[CH:10][CH:11]=1)[CH2:8][CH2:7][CH:6]=[C:5]2[CH3:12].ClC1C(=O)C(=O)C(Cl)=C(Cl)C=1Cl, predict the reaction product. The product is: [Cl:1][C:2]1[CH:3]=[C:4]2[C:9]([CH:8]=[CH:7][CH:6]=[C:5]2[CH3:12])=[CH:10][CH:11]=1. (2) Given the reactants [CH3:1][N:2]1[CH2:7][CH2:6][N:5]([CH2:8][C:9]2[CH:17]=[CH:16][C:12]([C:13]([OH:15])=O)=[CH:11][CH:10]=2)[CH2:4][CH2:3]1.C1(N=C=NC2CCCCC2)CCCCC1.[NH2:33][C:34]1[CH:35]=[C:36]([NH:41][C:42]2[N:47]=[C:46]([C:48]3[CH:49]=[N:50][CH:51]=[CH:52][CH:53]=3)[CH:45]=[CH:44][N:43]=2)[C:37]([CH3:40])=[N:38][CH:39]=1, predict the reaction product. The product is: [CH3:1][N:2]1[CH2:3][CH2:4][N:5]([CH2:8][C:9]2[CH:10]=[CH:11][C:12]([C:13]([NH:33][C:34]3[CH:39]=[N:38][C:37]([CH3:40])=[C:36]([NH:41][C:42]4[N:47]=[C:46]([C:48]5[CH:49]=[N:50][CH:51]=[CH:52][CH:53]=5)[CH:45]=[CH:44][N:43]=4)[CH:35]=3)=[O:15])=[CH:16][CH:17]=2)[CH2:6][CH2:7]1. (3) Given the reactants [OH-].[Na+].C[O:4][C:5](=[O:22])[C:6]1[CH:11]=[C:10]([F:12])[CH:9]=[CH:8][C:7]=1[O:13][CH2:14][CH2:15][C:16]1[N:17]=[N:18][CH:19]=[CH:20][CH:21]=1.Cl, predict the reaction product. The product is: [F:12][C:10]1[CH:9]=[CH:8][C:7]([O:13][CH2:14][CH2:15][C:16]2[N:17]=[N:18][CH:19]=[CH:20][CH:21]=2)=[C:6]([CH:11]=1)[C:5]([OH:22])=[O:4]. (4) Given the reactants [K+].[N:2]1[CH:7]=[CH:6][C:5]([NH:8][C:9]2[C:17]3[C:12](=[CH:13][CH:14]=[CH:15][CH:16]=3)[NH:11][C:10]=2[C:18]([O-:20])=[O:19])=[CH:4][CH:3]=1.Cl[CH2:22][N:23]1[CH2:27][CH2:26][CH2:25][C:24]1=[O:28], predict the reaction product. The product is: [O:28]=[C:24]1[CH2:25][CH2:26][CH2:27][N:23]1[CH2:22][O:19][C:18]([C:10]1[NH:11][C:12]2[C:17]([C:9]=1[NH:8][C:5]1[CH:6]=[CH:7][N:2]=[CH:3][CH:4]=1)=[CH:16][CH:15]=[CH:14][CH:13]=2)=[O:20].